Dataset: Forward reaction prediction with 1.9M reactions from USPTO patents (1976-2016). Task: Predict the product of the given reaction. (1) Given the reactants [NH2:1][C:2]1[CH:24]=[CH:23][C:5]([O:6][C@H:7]2[CH2:12][CH2:11][CH2:10][N:9]([CH2:13][C:14]3[CH:22]=[CH:21][C:17]4[O:18][CH2:19][O:20][C:16]=4[CH:15]=3)[CH2:8]2)=[CH:4][CH:3]=1.[NH4+:25].[OH-].[CH2:27]=O.[CH:29]([CH:31]=O)=O, predict the reaction product. The product is: [N:1]1([C:2]2[CH:3]=[CH:4][C:5]([O:6][C@H:7]3[CH2:12][CH2:11][CH2:10][N:9]([CH2:13][C:14]4[CH:22]=[CH:21][C:17]5[O:18][CH2:19][O:20][C:16]=5[CH:15]=4)[CH2:8]3)=[CH:23][CH:24]=2)[CH:31]=[CH:29][N:25]=[CH:27]1. (2) Given the reactants [N:1]1([CH2:7][CH2:8][NH:9][C:10]([C:12]2[NH:13][C:14]([CH:18]=[C:19]3[C:27]4[C:22](=[N:23][CH:24]=[CH:25][C:26]=4Cl)[NH:21][C:20]3=[O:29])=[C:15]([CH3:17])[CH:16]=2)=[O:11])[CH2:6][CH2:5][O:4][CH2:3][CH2:2]1.[Cl:30][C:31]1[CH:32]=[C:33]([NH2:38])[CH:34]=[CH:35][C:36]=1[F:37].O.C1(C)C=CC(S(O)(=O)=O)=CC=1, predict the reaction product. The product is: [N:1]1([CH2:7][CH2:8][NH:9][C:10]([C:12]2[NH:13][C:14]([CH:18]=[C:19]3[C:27]4[C:22](=[N:23][CH:24]=[CH:25][C:26]=4[NH:38][C:33]4[CH:34]=[CH:35][C:36]([F:37])=[C:31]([Cl:30])[CH:32]=4)[NH:21][C:20]3=[O:29])=[C:15]([CH3:17])[CH:16]=2)=[O:11])[CH2:6][CH2:5][O:4][CH2:3][CH2:2]1.